This data is from Catalyst prediction with 721,799 reactions and 888 catalyst types from USPTO. The task is: Predict which catalyst facilitates the given reaction. (1) Product: [Br:1][C:2]1[CH:3]=[C:4]([NH:5][C:23](=[O:24])[C@H:22]([NH:21][C:19](=[O:20])[O:18][C:14]([CH3:17])([CH3:16])[CH3:15])[CH2:26][CH:27]([CH3:29])[CH3:28])[CH:6]=[CH:7][C:8]=1[C:9]1[O:13][CH:12]=[N:11][CH:10]=1. The catalyst class is: 2. Reactant: [Br:1][C:2]1[CH:3]=[C:4]([CH:6]=[CH:7][C:8]=1[C:9]1[O:13][CH:12]=[N:11][CH:10]=1)[NH2:5].[C:14]([O:18][C:19]([NH:21][C@H:22]([CH2:26][CH:27]([CH3:29])[CH3:28])[C:23](O)=[O:24])=[O:20])([CH3:17])([CH3:16])[CH3:15].C(N(CC)C(C)C)(C)C.CN(C(ON1N=NC2C=CC=NC1=2)=[N+](C)C)C.F[P-](F)(F)(F)(F)F.C([O-])(O)=O.[Na+]. (2) Reactant: [Br:1][C:2]1[CH:51]=[CH:50][C:5]([CH2:6][N:7]2[CH:12]=[CH:11][CH:10]=[C:9]([C:13]([NH:15][C@@H:16]([CH2:24][CH2:25][CH2:26][NH:27][C:28]([NH:30]S(C3C(C)=C4C(=C(C)C=3C)OC(C)(C)CC4)(=O)=O)=[NH:29])[C:17]([O:19]C(C)(C)C)=[O:18])=[O:14])[C:8]2=[O:49])=[CH:4][CH:3]=1.[C:52]([OH:58])([C:54]([F:57])([F:56])[F:55])=[O:53].C([SiH](CC)CC)C. Product: [Br:1][C:2]1[CH:3]=[CH:4][C:5]([CH2:6][N:7]2[CH:12]=[CH:11][CH:10]=[C:9]([C:13]([NH:15][C@@H:16]([CH2:24][CH2:25][CH2:26][NH:27][C:28]([NH2:30])=[NH:29])[C:17]([OH:19])=[O:18])=[O:14])[C:8]2=[O:49])=[CH:50][CH:51]=1.[C:52]([OH:58])([C:54]([F:57])([F:56])[F:55])=[O:53]. The catalyst class is: 6.